Predict the reactants needed to synthesize the given product. From a dataset of Full USPTO retrosynthesis dataset with 1.9M reactions from patents (1976-2016). Given the product [CH3:37][N:38]1[CH2:43][CH2:42][N:41]([C:2]2[CH:3]=[C:4]3[C:10]([C:11]4[CH:12]=[CH:13][CH:14]=[C:15]([N:17]5[CH2:22][CH2:24][NH:23][CH2:19][CH2:18]5)[N:16]=4)=[N:9][NH:8][C:5]3=[CH:6][N:7]=2)[CH2:40][C:39]1=[O:44], predict the reactants needed to synthesize it. The reactants are: Br[C:2]1[CH:3]=[C:4]2[C:10]([C:11]3[N:16]=[C:15]([N:17]4[CH2:22]CC[C@H:19]([NH:23][C:24](=O)OC(C)(C)C)[CH2:18]4)[CH:14]=[CH:13][CH:12]=3)=[N:9][N:8](C3CCCCO3)[C:5]2=[CH:6][N:7]=1.[CH3:37][N:38]1[CH2:43][CH2:42][NH:41][CH2:40][C:39]1=[O:44].